Predict which catalyst facilitates the given reaction. From a dataset of Catalyst prediction with 721,799 reactions and 888 catalyst types from USPTO. The catalyst class is: 16. Product: [C:1]([O:5][C:6]([N:8]1[CH2:15][C:12]2([CH2:13][CH2:14]2)[N:11]([C:17]2[CH:22]=[CH:21][CH:20]=[CH:19][CH:18]=2)[CH2:10][CH2:9]1)=[O:7])([CH3:4])([CH3:2])[CH3:3]. Reactant: [C:1]([O:5][C:6]([N:8]1[CH2:15][C:12]2([CH2:14][CH2:13]2)[NH:11][CH2:10][CH2:9]1)=[O:7])([CH3:4])([CH3:3])[CH3:2].I[C:17]1[CH:22]=[CH:21][CH:20]=[CH:19][CH:18]=1.